Dataset: Forward reaction prediction with 1.9M reactions from USPTO patents (1976-2016). Task: Predict the product of the given reaction. (1) Given the reactants [OH:1][C:2]1[CH:12]=[CH:11][CH:10]=[C:9]([CH3:13])[C:3]=1[C:4]([O:6][CH2:7][CH3:8])=[O:5].C(=O)([O-])[O-].[K+].[K+].F[C:21]1[C:28]([F:29])=[CH:27][C:26]([F:30])=[CH:25][C:22]=1[C:23]#[N:24], predict the reaction product. The product is: [C:23]([C:22]1[CH:21]=[C:28]([F:29])[CH:27]=[C:26]([F:30])[C:25]=1[O:1][C:2]1[CH:12]=[CH:11][CH:10]=[C:9]([CH3:13])[C:3]=1[C:4]([O:6][CH2:7][CH3:8])=[O:5])#[N:24]. (2) Given the reactants [C:1]([C:5]1[N:10]=[CH:9][C:8]([C:11]2[N:12]([C:32]([N:34]3[CH2:39][CH2:38][CH:37]([CH2:40][C:41]([OH:43])=O)[CH2:36][CH2:35]3)=[O:33])[C@@:13]([C:25]3[CH:30]=[CH:29][C:28]([Cl:31])=[CH:27][CH:26]=3)([CH3:24])[C@@:14]([C:17]3[CH:22]=[CH:21][C:20]([Cl:23])=[CH:19][CH:18]=3)([CH3:16])[N:15]=2)=[C:7]([O:44][CH2:45][CH3:46])[CH:6]=1)([CH3:4])([CH3:3])[CH3:2].[CH3:47][C:48]1[CH:56]=[CH:55][CH:54]=[CH:53][C:49]=1[CH2:50][CH2:51][NH2:52], predict the reaction product. The product is: [C:1]([C:5]1[N:10]=[CH:9][C:8]([C:11]2[N:12]([C:32]([N:34]3[CH2:35][CH2:36][CH:37]([CH2:40][C:41]([NH:52][CH2:51][CH2:50][C:49]4[CH:53]=[CH:54][CH:55]=[CH:56][C:48]=4[CH3:47])=[O:43])[CH2:38][CH2:39]3)=[O:33])[C@@:13]([C:25]3[CH:26]=[CH:27][C:28]([Cl:31])=[CH:29][CH:30]=3)([CH3:24])[C@@:14]([C:17]3[CH:18]=[CH:19][C:20]([Cl:23])=[CH:21][CH:22]=3)([CH3:16])[N:15]=2)=[C:7]([O:44][CH2:45][CH3:46])[CH:6]=1)([CH3:3])([CH3:4])[CH3:2]. (3) Given the reactants N1CCCC[CH2:2]1.CN(C(ON1N=NC2C=CC=NC1=2)=[N+](C)C)C.F[P-](F)(F)(F)(F)F.C(N(CC)C(C)C)(C)C.[OH:40][C:41]([C:43](F)(F)F)=[O:42].[N:47]1([CH2:53][C:54]([OH:56])=[O:55])CCNCC1, predict the reaction product. The product is: [NH2:47][C@H:53]([C:54]([OH:56])=[O:55])[CH2:2][CH2:43][C:41](=[O:42])[OH:40].